Task: Predict the reactants needed to synthesize the given product.. Dataset: Full USPTO retrosynthesis dataset with 1.9M reactions from patents (1976-2016) (1) Given the product [N:30]1([C:27]2[CH:26]=[CH:25][C:24]([C:21]3[C:17]4[N:18]=[CH:19][N:20]=[C:15]([N:12]5[CH2:11][CH2:10][CH:9]([C:7]6[O:6][N:5]=[C:4]([CH:1]([CH3:3])[CH3:2])[N:8]=6)[CH2:14][CH2:13]5)[C:16]=4[S:23][CH:22]=3)=[CH:29][CH:28]=2)[CH:31]=[N:43][N:42]=[N:41]1, predict the reactants needed to synthesize it. The reactants are: [CH:1]([C:4]1[N:8]=[C:7]([CH:9]2[CH2:14][CH2:13][N:12]([C:15]3[C:16]4[S:23][CH:22]=[C:21]([C:24]5[CH:29]=[CH:28][C:27]([NH2:30])=[CH:26][CH:25]=5)[C:17]=4[N:18]=[CH:19][N:20]=3)[CH2:11][CH2:10]2)[O:6][N:5]=1)([CH3:3])[CH3:2].[CH2:31](OC(OCC)OCC)C.[N-:41]=[N+:42]=[N-:43].[Na+]. (2) Given the product [Cl:26][C:13]1[N:5]2[C:6]3[CH:12]=[CH:11][CH:10]=[N:9][C:7]=3[N:8]=[C:4]2[C:3]([C:22]#[N:23])=[C:2]([CH3:1])[C:14]=1[C:15]1[N:16]=[C:17]([CH3:20])[S:18][CH:19]=1, predict the reactants needed to synthesize it. The reactants are: [CH3:1][C:2]1[CH:14]([C:15]2[N:16]=[C:17]([CH3:20])[S:18][CH:19]=2)[C:13](=O)[N:5]2[C:6]3[CH:12]=[CH:11][CH:10]=[N:9][C:7]=3[N:8]=[C:4]2[C:3]=1[C:22]#[N:23].P(Cl)(Cl)([Cl:26])=O. (3) Given the product [C:1]([O:5][C:6](=[O:31])[N:7]([C@H:9]([C:11](=[O:30])[NH:12][C@H:13]([C:17]([N:19]1[C:23]2=[N:24][CH:25]=[CH:26][CH:27]=[C:22]2[CH2:21][C@H:20]1[CH2:28][NH:29][C:39](=[O:46])[C:40]1[CH:45]=[CH:44][CH:43]=[CH:42][CH:41]=1)=[O:18])[CH:14]([CH3:16])[CH3:15])[CH3:10])[CH3:8])([CH3:2])([CH3:4])[CH3:3], predict the reactants needed to synthesize it. The reactants are: [C:1]([O:5][C:6](=[O:31])[N:7]([C@H:9]([C:11](=[O:30])[NH:12][C@H:13]([C:17]([N:19]1[C:23]2=[N:24][CH:25]=[CH:26][CH:27]=[C:22]2[CH2:21][C@H:20]1[CH2:28][NH2:29])=[O:18])[CH:14]([CH3:16])[CH3:15])[CH3:10])[CH3:8])([CH3:4])([CH3:3])[CH3:2].C(N(CC)CC)C.[C:39](Cl)(=[O:46])[C:40]1[CH:45]=[CH:44][CH:43]=[CH:42][CH:41]=1. (4) Given the product [OH:21][NH:20][C:5](=[NH:6])[C:4]1[CH:7]=[CH:8][CH:9]=[C:2]([F:1])[CH:3]=1, predict the reactants needed to synthesize it. The reactants are: [F:1][C:2]1[CH:3]=[C:4]([CH:7]=[CH:8][CH:9]=1)[C:5]#[N:6].CCN(C(C)C)C(C)C.Cl.[NH2:20][OH:21]. (5) Given the product [N:22]1[CH:27]=[CH:26][C:25]([NH:28][C:2]2[CH:11]=[CH:10][C:9]3[C:4](=[C:5]([C:12]4[NH:20][C:19]5[CH2:18][CH2:17][NH:16][C:15](=[O:21])[C:14]=5[CH:13]=4)[CH:6]=[CH:7][CH:8]=3)[N:3]=2)=[CH:24][CH:23]=1, predict the reactants needed to synthesize it. The reactants are: Cl[C:2]1[CH:11]=[CH:10][C:9]2[C:4](=[C:5]([C:12]3[NH:20][C:19]4[CH2:18][CH2:17][NH:16][C:15](=[O:21])[C:14]=4[CH:13]=3)[CH:6]=[CH:7][CH:8]=2)[N:3]=1.[N:22]1[CH:27]=[CH:26][C:25]([NH2:28])=[CH:24][CH:23]=1.CC(C1C=C(C(C)C)C(C2C(P(C3CCCCC3)C3CCCCC3)=C(OC)C=CC=2OC)=C(C(C)C)C=1)C.[Li+].C[Si]([N-][Si](C)(C)C)(C)C. (6) Given the product [C:1]([O:5][C:6]([N:8]1[CH2:14][CH2:13][C:12]2[C:15]([C:20]3[C:24]([C:25]4[CH:30]=[CH:29][CH:28]=[CH:27][CH:26]=4)=[N:23][N:22]([CH3:31])[N:21]=3)=[C:16]([Cl:19])[CH:17]=[CH:18][C:11]=2[CH2:10][CH2:9]1)=[O:7])([CH3:4])([CH3:2])[CH3:3], predict the reactants needed to synthesize it. The reactants are: [C:1]([O:5][C:6]([N:8]1[CH2:14][CH2:13][C:12]2[C:15]([C:20]3[NH:21][N:22]=[N:23][C:24]=3[C:25]3[CH:30]=[CH:29][CH:28]=[CH:27][CH:26]=3)=[C:16]([Cl:19])[CH:17]=[CH:18][C:11]=2[CH2:10][CH2:9]1)=[O:7])([CH3:4])([CH3:3])[CH3:2].[C:31](=O)([O-])[O-].[K+].[K+].IC. (7) Given the product [CH:13]([C@@H:10]1[CH2:11][CH2:12][C@@H:7]([CH3:17])[CH2:8][C@H:9]1[O:16][C:1](=[O:5])[C:2]([O:16][C@@H:9]1[CH2:8][C@H:7]([CH3:17])[CH2:12][CH2:11][C@H:10]1[CH:13]([CH3:15])[CH3:14])=[O:3])([CH3:14])[CH3:15], predict the reactants needed to synthesize it. The reactants are: [C:1](Cl)(=[O:5])[C:2](Cl)=[O:3].[CH:7]1([CH3:17])[CH2:12][CH2:11][CH:10]([CH:13]([CH3:15])[CH3:14])[CH:9]([OH:16])[CH2:8]1.OS(O)(=O)=O. (8) Given the product [Cl:1][C:2]1[CH:3]=[CH:4][C:5]2[O:15][C:8]3([CH2:9][CH2:10][CH:11]([NH:14][CH2:35][C@H:33]([OH:34])[CH2:32][O:31][C:23]4[CH:22]=[C:21]([OH:20])[CH:26]=[CH:25][C:24]=4[NH:27][C:28](=[O:30])[CH3:29])[CH2:12][CH2:13]3)[CH2:7][C:6]=2[CH:16]=1, predict the reactants needed to synthesize it. The reactants are: [Cl:1][C:2]1[CH:3]=[CH:4][C:5]2[O:15][C:8]3([CH2:13][CH2:12][CH:11]([NH2:14])[CH2:10][CH2:9]3)[CH2:7][C:6]=2[CH:16]=1.C([O:20][C:21]1[CH:26]=[CH:25][C:24]([NH:27][C:28](=[O:30])[CH3:29])=[C:23]([O:31][CH2:32][C@@H:33]2[CH2:35][O:34]2)[CH:22]=1)(=O)C. (9) Given the product [Cl:5][C:6]1[N:13]=[CH:12][CH:11]=[C:10]([C:14]2[CH:19]=[CH:18][C:17]([OH:20])=[CH:16][CH:15]=2)[C:7]=1[C:8]#[N:9], predict the reactants needed to synthesize it. The reactants are: B(Br)(Br)Br.[Cl:5][C:6]1[N:13]=[CH:12][CH:11]=[C:10]([C:14]2[CH:19]=[CH:18][C:17]([O:20]C)=[CH:16][CH:15]=2)[C:7]=1[C:8]#[N:9].